From a dataset of Catalyst prediction with 721,799 reactions and 888 catalyst types from USPTO. Predict which catalyst facilitates the given reaction. (1) Reactant: [ClH:1].[NH2:2][C@@H:3]1[CH2:5][C@H:4]1[C:6]1[CH:7]=[C:8]([CH:17]=[CH:18][CH:19]=1)[C:9]([NH:11][CH:12]1[CH2:16][CH2:15][CH2:14][CH2:13]1)=[O:10].C(=O)([O-])O.[Na+].[CH:25]1([N:28]2[CH2:33][CH2:32][C:31](=O)[CH2:30][CH2:29]2)[CH2:27][CH2:26]1. Product: [ClH:1].[ClH:1].[CH:12]1([NH:11][C:9](=[O:10])[C:8]2[CH:17]=[CH:18][CH:19]=[C:6]([C@@H:4]3[CH2:5][C@H:3]3[NH:2][CH:31]3[CH2:32][CH2:33][N:28]([CH:25]4[CH2:27][CH2:26]4)[CH2:29][CH2:30]3)[CH:7]=2)[CH2:16][CH2:15][CH2:14][CH2:13]1. The catalyst class is: 130. (2) Reactant: [F:1][C:2]1[CH:22]=[CH:21][CH:20]=[C:19]([F:23])[C:3]=1[CH2:4][O:5][C:6]1[C:7]2[N:8]([C:12]([C:16](O)=[O:17])=[C:13]([CH3:15])[N:14]=2)[CH:9]=[CH:10][CH:11]=1.CN([CH:27]=[O:28])C. Product: [F:1][C:2]1[CH:22]=[CH:21][CH:20]=[C:19]([F:23])[C:3]=1[CH2:4][O:5][C:6]1[C:7]2[N:8]([C:12]([C:16]([NH:14][CH2:13][CH2:12][C:16]([O:28][CH3:27])=[O:17])=[O:17])=[C:13]([CH3:15])[N:14]=2)[CH:9]=[CH:10][CH:11]=1. The catalyst class is: 4. (3) Reactant: [Br:1][C:2]1[CH:3]=[C:4]([CH:6]=[CH:7][CH:8]=1)[NH2:5].[C:9](O[C:9]([O:11][C:12]([CH3:15])([CH3:14])[CH3:13])=[O:10])([O:11][C:12]([CH3:15])([CH3:14])[CH3:13])=[O:10]. Product: [Br:1][C:2]1[CH:3]=[C:4]([NH:5][C:9](=[O:10])[O:11][C:12]([CH3:15])([CH3:14])[CH3:13])[CH:6]=[CH:7][CH:8]=1. The catalyst class is: 4. (4) Reactant: [CH3:1][S:2](Cl)(=[O:4])=[O:3].[O:6]1[CH2:11][CH2:10][CH:9]([OH:12])[CH2:8][CH2:7]1.C(N(CC)CC)C. Product: [CH3:1][S:2]([O:12][CH:9]1[CH2:10][CH2:11][O:6][CH2:7][CH2:8]1)(=[O:4])=[O:3]. The catalyst class is: 4. (5) Reactant: [CH3:1]C1CCCN(C)C1(C)C.C([Li])CCC.[CH3:16][C:17]([CH3:21])([CH3:20])[CH:18]=[O:19].[F:22][C:23]([F:36])([F:35])[C:24]1[CH:29]=[CH:28][C:27]([C:30]2[O:31][CH:32]=[N:33][N:34]=2)=[CH:26][CH:25]=1. Product: [CH3:16][C:17]([CH3:21])([CH2:20][CH3:1])[CH:18]([C:32]1[O:31][C:30]([C:27]2[CH:26]=[CH:25][C:24]([C:23]([F:22])([F:35])[F:36])=[CH:29][CH:28]=2)=[N:34][N:33]=1)[OH:19]. The catalyst class is: 54. (6) Reactant: Cl[C:2]1[CH:10]=[CH:9][C:5]([C:6]([OH:8])=[O:7])=[CH:4][C:3]=1[N+:11]([O-:13])=[O:12].[N:14]1C2C(=CC=CC=2)C=C[CH:15]=1. Product: [C:15]([C:2]1[CH:10]=[CH:9][C:5]([C:6]([OH:8])=[O:7])=[CH:4][C:3]=1[N+:11]([O-:13])=[O:12])#[N:14]. The catalyst class is: 126. (7) Reactant: [C:1](Cl)(=[O:8])[C:2]1[CH:7]=[CH:6][CH:5]=[CH:4][CH:3]=1.[CH3:10][O:11][C:12](=[O:20])[C@H:13]([CH2:15][C:16]([O:18][CH3:19])=[O:17])[NH2:14].C(N(CC)CC)C. Product: [CH3:10][O:11][C:12](=[O:20])[CH:13]([NH:14][C:1](=[O:8])[C:2]1[CH:7]=[CH:6][CH:5]=[CH:4][CH:3]=1)[CH2:15][C:16]([O:18][CH3:19])=[O:17]. The catalyst class is: 34. (8) Reactant: Br[C:2]1[CH:7]=[CH:6][C:5]([F:8])=[CH:4][CH:3]=1.[NH2:9][CH2:10][CH:11]1[CH2:14][N:13]([C:15]([C:17]2[CH:22]=[CH:21][C:20]([S:23]([N:26]3[C:34]4[C:29](=[CH:30][CH:31]=[CH:32][CH:33]=4)[C:28]([C:35]4[CH:40]=[CH:39][CH:38]=[CH:37][CH:36]=4)=[CH:27]3)(=[O:25])=[O:24])=[CH:19][CH:18]=2)=[O:16])[CH2:12]1.C(P(C(C)(C)C)C1C=CC=CC=1C1C=CC=CC=1)(C)(C)C.CC(C)([O-])C.[Na+]. Product: [F:8][C:5]1[CH:6]=[CH:7][C:2]([NH:9][CH2:10][CH:11]2[CH2:12][N:13]([C:15]([C:17]3[CH:18]=[CH:19][C:20]([S:23]([N:26]4[C:34]5[C:29](=[CH:30][CH:31]=[CH:32][CH:33]=5)[C:28]([C:35]5[CH:40]=[CH:39][CH:38]=[CH:37][CH:36]=5)=[CH:27]4)(=[O:25])=[O:24])=[CH:21][CH:22]=3)=[O:16])[CH2:14]2)=[CH:3][CH:4]=1. The catalyst class is: 101.